From a dataset of Forward reaction prediction with 1.9M reactions from USPTO patents (1976-2016). Predict the product of the given reaction. (1) Given the reactants CN(C)/[CH:3]=[CH:4]/[C:5]([C:7]1[S:15][C:10]2=[CH:11][N:12]=[CH:13][CH:14]=[C:9]2[C:8]=1[CH3:16])=O.Cl.[NH2:19][C:20]([NH2:22])=[NH:21].C([O-])([O-])=O.[K+].[K+], predict the reaction product. The product is: [CH3:16][C:8]1[C:9]2[C:10](=[CH:11][N:12]=[CH:13][CH:14]=2)[S:15][C:7]=1[C:5]1[CH:4]=[CH:3][N:19]=[C:20]([NH2:22])[N:21]=1. (2) Given the reactants [N:1]([CH:4]([C:6]1[N:7]=[C:8]2[S:22][CH:21]=[C:20]([CH3:23])[N:9]2[C:10](=[O:19])[C:11]=1[C:12]1[CH:17]=[CH:16][C:15]([CH3:18])=[CH:14][CH:13]=1)[CH3:5])=[N+]=[N-].CP(C)C, predict the reaction product. The product is: [NH2:1][CH:4]([C:6]1[N:7]=[C:8]2[S:22][CH:21]=[C:20]([CH3:23])[N:9]2[C:10](=[O:19])[C:11]=1[C:12]1[CH:13]=[CH:14][C:15]([CH3:18])=[CH:16][CH:17]=1)[CH3:5]. (3) Given the reactants N(C(OC(C)C)=O)=NC(OC(C)C)=O.C1(P(C2C=CC=CC=2)C2C=CC=CC=2)C=CC=CC=1.[CH3:34][C:35]1[CH:40]=[C:39]([N+:41]([O-:43])=[O:42])[C:38]([CH3:44])=[CH:37][C:36]=1[OH:45].[CH3:46][CH2:47][CH2:48][CH2:49][CH:50](O)[CH2:51][CH2:52][CH2:53][CH3:54], predict the reaction product. The product is: [CH2:49]([CH:50]([O:45][C:36]1[CH:37]=[C:38]([CH3:44])[C:39]([N+:41]([O-:43])=[O:42])=[CH:40][C:35]=1[CH3:34])[CH2:51][CH2:52][CH2:53][CH3:54])[CH2:48][CH2:47][CH3:46].